From a dataset of Forward reaction prediction with 1.9M reactions from USPTO patents (1976-2016). Predict the product of the given reaction. (1) Given the reactants [Br:1][C:2]1[CH:7]=[CH:6][N:5]=[C:4]2[NH:8][CH:9]=[CH:10][C:3]=12.ClC1C=CC=C(C(OO)=[O:19])C=1, predict the reaction product. The product is: [Br:1][C:2]1[CH:7]=[CH:6][N+:5]([O-:19])=[C:4]2[NH:8][CH:9]=[CH:10][C:3]=12. (2) Given the reactants [CH3:1][C@@:2]1([CH2:9][S:10](Cl)(=[O:12])=[O:11])[C:6](=[O:7])[NH:5][C:4](=[O:8])[NH:3]1.Cl.[F:15][C:16]([F:36])([C:32]([F:35])([F:34])[F:33])[CH2:17][O:18][C:19]1[CH:31]=[CH:30][C:22]([O:23][CH:24]2[CH2:29][CH2:28][NH:27][CH2:26][CH2:25]2)=[CH:21][CH:20]=1, predict the reaction product. The product is: [CH3:1][C@:2]1([CH2:9][S:10]([N:27]2[CH2:28][CH2:29][CH:24]([O:23][C:22]3[CH:21]=[CH:20][C:19]([O:18][CH2:17][C:16]([F:15])([F:36])[C:32]([F:34])([F:35])[F:33])=[CH:31][CH:30]=3)[CH2:25][CH2:26]2)(=[O:12])=[O:11])[NH:3][C:4](=[O:8])[NH:5][C:6]1=[O:7]. (3) Given the reactants [NH2:1][CH2:2][CH2:3][CH2:4][C:5]1[CH:10]=[CH:9][C:8]([N:11]2[S:15](=[O:17])(=[O:16])[N:14](CC[Si](C)(C)C)[C:13](=[O:24])[CH2:12]2)=[C:7]([O:25]CC2C=CC=CC=2)[CH:6]=1.C([O:35][C:36](=O)[C:37]1[CH:42]=[CH:41][CH:40]=[CH:39][C:38]=1[N:43]=[C:44]=[O:45])C.N1C2C(=CC=CC=2)C=NC=1, predict the reaction product. The product is: [OH:25][C:7]1[CH:6]=[C:5]([CH2:4][CH2:3][CH2:2][N:1]2[C:36](=[O:35])[C:37]3[C:38](=[CH:39][CH:40]=[CH:41][CH:42]=3)[NH:43][C:44]2=[O:45])[CH:10]=[CH:9][C:8]=1[N:11]1[CH2:12][C:13](=[O:24])[NH:14][S:15]1(=[O:16])=[O:17]. (4) Given the reactants Br[CH2:2][CH2:3][O:4][CH2:5][CH2:6][Br:7].[P:8](OCC)([O:13][CH2:14][CH3:15])([O:10][CH2:11][CH3:12])=[O:9], predict the reaction product. The product is: [Br:7][CH2:6][CH2:5][O:4][CH2:3][CH2:2][P:8](=[O:9])([O:13][CH2:14][CH3:15])[O:10][CH2:11][CH3:12].